From a dataset of Reaction yield outcomes from USPTO patents with 853,638 reactions. Predict the reaction yield, written as a fraction of the theoretical maximum amount of product (1.0 means a 100% yield; for example, 0.34 means a 34% yield). (1) The reactants are [C:1]([O:4][CH2:5][C:6]1[C:7]([N:15]2[CH2:28][CH2:27][N:18]3[C:19]4[CH2:20][CH2:21][CH2:22][CH2:23][C:24]=4[C:25]([F:26])=[C:17]3[C:16]2=[O:29])=[N:8][CH:9]=[CH:10][C:11]=1B(O)O)(=[O:3])[CH3:2].Cl[C:31]1[CH:32]=[C:33]([NH:39][C:40]2[CH:45]=[CH:44][C:43]([N:46]3[CH2:51][CH2:50][N:49]([CH:52]4[CH2:55][O:54][CH2:53]4)[CH2:48][C@@H:47]3[CH3:56])=[CH:42][N:41]=2)[C:34](=[O:38])[N:35]([CH3:37])[N:36]=1.[O-]P([O-])([O-])=O.[K+].[K+].[K+].C([O-])(=O)C.[Na+]. The yield is 0.600. The catalyst is C1C=CC(P(C2C=CC=CC=2)[C-]2C=CC=C2)=CC=1.C1C=CC(P(C2C=CC=CC=2)[C-]2C=CC=C2)=CC=1.Cl[Pd]Cl.[Fe+2].O.C(#N)C. The product is [C:1]([O:4][CH2:5][C:6]1[C:7]([N:15]2[CH2:28][CH2:27][N:18]3[C:19]4[CH2:20][CH2:21][CH2:22][CH2:23][C:24]=4[C:25]([F:26])=[C:17]3[C:16]2=[O:29])=[N:8][CH:9]=[CH:10][C:11]=1[C:31]1[CH:32]=[C:33]([NH:39][C:40]2[CH:45]=[CH:44][C:43]([N:46]3[CH2:51][CH2:50][N:49]([CH:52]4[CH2:53][O:54][CH2:55]4)[CH2:48][C@@H:47]3[CH3:56])=[CH:42][N:41]=2)[C:34](=[O:38])[N:35]([CH3:37])[N:36]=1)(=[O:3])[CH3:2]. (2) The reactants are [CH:1]1([N:7]=[C:8]=[O:9])[CH2:6][CH2:5][CH2:4][CH2:3][CH2:2]1.[NH:10]1[CH2:14][CH2:13][CH2:12][C@H:11]1[C:15]([O:17][CH2:18][CH2:19][CH2:20][C:21]1[CH:22]=[N:23][CH:24]=[CH:25][CH:26]=1)=[O:16].C(N(CC)CC)C. The catalyst is C(Cl)Cl. The product is [CH:1]1([NH:7][C:8]([N:10]2[CH2:14][CH2:13][CH2:12][C@H:11]2[C:15]([O:17][CH2:18][CH2:19][CH2:20][C:21]2[CH:22]=[N:23][CH:24]=[CH:25][CH:26]=2)=[O:16])=[O:9])[CH2:6][CH2:5][CH2:4][CH2:3][CH2:2]1. The yield is 0.360. (3) The reactants are Cl[C:2]1[N:7]=[CH:6][C:5]([O:8][C:9]2[CH:10]=[C:11]([N:15]3[CH2:20][CH2:19][O:18][CH2:17][CH2:16]3)[CH:12]=[CH:13][CH:14]=2)=[CH:4][CH:3]=1.[F:21][C:22]1[CH:28]=[C:27]([F:29])[C:26]([O:30][CH3:31])=[CH:25][C:23]=1[NH2:24].C1(P(C2C=CC=CC=2)C2C3OC4C(=CC=CC=4P(C4C=CC=CC=4)C4C=CC=CC=4)C(C)(C)C=3C=CC=2)C=CC=CC=1.C(=O)([O-])[O-].[Cs+].[Cs+]. The catalyst is O1CCOCC1.C(OCC)(=O)C. The product is [F:21][C:22]1[CH:28]=[C:27]([F:29])[C:26]([O:30][CH3:31])=[CH:25][C:23]=1[NH:24][C:2]1[CH:3]=[CH:4][C:5]([O:8][C:9]2[CH:14]=[CH:13][CH:12]=[C:11]([N:15]3[CH2:20][CH2:19][O:18][CH2:17][CH2:16]3)[CH:10]=2)=[CH:6][N:7]=1. The yield is 0.500. (4) The reactants are [CH3:1][C@@H:2]1[CH2:7][O:6][CH2:5][CH2:4][NH:3]1.C(N=C=NCCCN(C)C)C.OC1C2N=NNC=2C=CC=1.[NH2:29][C:30]1[CH:38]=[CH:37][C:33]([C:34](O)=[O:35])=[CH:32][N:31]=1. The catalyst is C(O)C. The product is [NH2:29][C:30]1[N:31]=[CH:32][C:33]([C:34]([N:3]2[CH2:4][CH2:5][O:6][CH2:7][C@H:2]2[CH3:1])=[O:35])=[CH:37][CH:38]=1. The yield is 0.360. (5) The reactants are O=C1C2C(=CC=CC=2)C(=O)[N:3]1[CH2:12][CH2:13][CH2:14][O:15][C:16]1[N:21]=[C:20]([C@H:22]2[CH2:26][CH2:25][CH2:24][N:23]2[C:27]2[CH:32]=[CH:31][N:30]3[N:33]=[CH:34][C:35]([C:36]([O:38][CH2:39][CH3:40])=[O:37])=[C:29]3[N:28]=2)[CH:19]=[CH:18][CH:17]=1.CO.C1COCC1.NN.O. The catalyst is O. The product is [NH2:3][CH2:12][CH2:13][CH2:14][O:15][C:16]1[N:21]=[C:20]([C@H:22]2[CH2:26][CH2:25][CH2:24][N:23]2[C:27]2[CH:32]=[CH:31][N:30]3[N:33]=[CH:34][C:35]([C:36]([O:38][CH2:39][CH3:40])=[O:37])=[C:29]3[N:28]=2)[CH:19]=[CH:18][CH:17]=1. The yield is 0.840. (6) The yield is 0.900. The catalyst is CN(C=O)C. The product is [C:1]([C:4]1[N:9]=[C:8]([C:10]2[CH:15]=[CH:14][C:13]([C:16]3[CH:21]=[CH:20][C:19]([CH2:22][C:23]([NH:61][CH2:62][C:63]([O:65][CH3:66])=[O:64])=[O:24])=[CH:18][C:17]=3[Cl:26])=[CH:12][CH:11]=2)[C:7]([CH3:27])=[N:6][C:5]=1[CH3:28])(=[O:3])[NH2:2]. The reactants are [C:1]([C:4]1[N:9]=[C:8]([C:10]2[CH:15]=[CH:14][C:13]([C:16]3[CH:21]=[CH:20][C:19]([CH2:22][C:23](O)=[O:24])=[CH:18][C:17]=3[Cl:26])=[CH:12][CH:11]=2)[C:7]([CH3:27])=[N:6][C:5]=1[CH3:28])(=[O:3])[NH2:2].Cl.CN(C)CCCN=C=NCC.N1(O)C2C=CC=CC=2N=N1.C(N(C(C)C)C(C)C)C.Cl.[NH2:61][CH2:62][C:63]([O:65][CH3:66])=[O:64].